This data is from Forward reaction prediction with 1.9M reactions from USPTO patents (1976-2016). The task is: Predict the product of the given reaction. Given the reactants [CH3:1][NH2:2].[CH3:3][C:4]1([CH3:19])[C:8](=O)[CH2:7][CH:6]([C:10]2[CH:17]=[CH:16][C:13]([C:14]#[N:15])=[CH:12][C:11]=2[F:18])[CH2:5]1.O.[NH2:21]N.C(O)(=O)C, predict the reaction product. The product is: [CH3:3][C:4]1([CH3:19])[C:8]2[NH:21][N:2]=[CH:1][C:7]=2[CH:6]([C:10]2[CH:17]=[CH:16][C:13]([C:14]#[N:15])=[CH:12][C:11]=2[F:18])[CH2:5]1.